Dataset: Full USPTO retrosynthesis dataset with 1.9M reactions from patents (1976-2016). Task: Predict the reactants needed to synthesize the given product. (1) Given the product [CH3:3][C:4]1[C:8]([CH:9]([O:37][C:38]([CH3:43])([CH3:44])[C:39]([OH:41])=[O:40])[CH2:10][O:11][C:12]2[CH:13]=[CH:14][C:15]([CH2:18][C:19]([NH:21][CH:22]([C:29]3[CH:34]=[CH:33][C:32]([CH3:35])=[CH:31][C:30]=3[CH3:36])[C:23]3[CH:28]=[CH:27][CH:26]=[CH:25][CH:24]=3)=[O:20])=[CH:16][CH:17]=2)=[C:7]([CH3:45])[O:6][N:5]=1, predict the reactants needed to synthesize it. The reactants are: [Li+].[OH-].[CH3:3][C:4]1[C:8]([CH:9]([O:37][C:38]([CH3:44])([CH3:43])[C:39]([O:41]C)=[O:40])[CH2:10][O:11][C:12]2[CH:17]=[CH:16][C:15]([CH2:18][C:19]([NH:21][CH:22]([C:29]3[CH:34]=[CH:33][C:32]([CH3:35])=[CH:31][C:30]=3[CH3:36])[C:23]3[CH:28]=[CH:27][CH:26]=[CH:25][CH:24]=3)=[O:20])=[CH:14][CH:13]=2)=[C:7]([CH3:45])[O:6][N:5]=1. (2) Given the product [C:1]12([CH2:11][NH:12][C:13]([C:15]3[N:20]4[CH:21]=[C:22]([C:24]([N:36]5[CH2:40][CH2:39][C@@H:38]([NH2:41])[CH2:37]5)=[O:25])[N:23]=[C:19]4[CH:18]=[CH:17][CH:16]=3)=[O:14])[CH2:8][CH:7]3[CH2:6][CH:5]([CH2:4][CH:3]([CH2:9]3)[CH2:2]1)[CH2:10]2, predict the reactants needed to synthesize it. The reactants are: [C:1]12([CH2:11][NH:12][C:13]([C:15]3[N:20]4[CH:21]=[C:22]([C:24](O)=[O:25])[N:23]=[C:19]4[CH:18]=[CH:17][CH:16]=3)=[O:14])[CH2:10][CH:5]3[CH2:6][CH:7]([CH2:9][CH:3]([CH2:4]3)[CH2:2]1)[CH2:8]2.CCN(C(C)C)C(C)C.[NH:36]1[CH2:40][CH2:39][C@@H:38]([NH:41]C(=O)OC(C)(C)C)[CH2:37]1.F[P-](F)(F)(F)(F)F.N1(O[P+](N(C)C)(N(C)C)N(C)C)C2C=CC=CC=2N=N1. (3) Given the product [Br:1][C:2]1[C:3]([F:18])=[C:4]([N+:15]([O-:17])=[O:16])[C:5]([I:19])=[C:7]([C:9]2[CH:14]=[CH:13][CH:12]=[CH:11][N:10]=2)[CH:8]=1, predict the reactants needed to synthesize it. The reactants are: [Br:1][C:2]1[CH:8]=[C:7]([C:9]2[CH:14]=[CH:13][CH:12]=[CH:11][N:10]=2)[C:5](N)=[C:4]([N+:15]([O-:17])=[O:16])[C:3]=1[F:18].[I:19]I. (4) Given the product [CH2:9]([C:12]1[CH:13]=[N:14][C:15]([N:18]2[CH2:23][CH2:22][CH:21]([O:1][C:2]3[CH:7]=[CH:6][NH:5][C:4](=[O:8])[CH:3]=3)[CH2:20][CH2:19]2)=[N:16][CH:17]=1)[CH2:10][CH3:11], predict the reactants needed to synthesize it. The reactants are: [OH:1][C:2]1[CH:7]=[CH:6][NH:5][C:4](=[O:8])[CH:3]=1.[CH2:9]([C:12]1[CH:13]=[N:14][C:15]([N:18]2[CH2:23][CH2:22][CH:21](CS([O-])(=O)=O)[CH2:20][CH2:19]2)=[N:16][CH:17]=1)[CH2:10][CH3:11].C(=O)([O-])[O-].[K+].[K+].CS(C)=O. (5) Given the product [Br:2][C:3]1[CH:4]=[C:5]2[C:10]([NH:11][C@H:12]3[C@@H:16]([CH2:17][CH3:18])[CH2:15][N:14]([C:38]4[N:43]=[CH:42][C:41]([C:44]#[N:45])=[CH:40][N:39]=4)[CH2:13]3)=[C:9]([C:19]([NH2:21])=[O:20])[CH:8]=[N:7][N:6]2[CH:22]=1, predict the reactants needed to synthesize it. The reactants are: I.[Br:2][C:3]1[CH:4]=[C:5]2[C:10]([NH:11][C@H:12]3[C@@H:16]([CH2:17][CH3:18])[CH2:15][NH:14][CH2:13]3)=[C:9]([C:19]([NH2:21])=[O:20])[CH:8]=[N:7][N:6]2[CH:22]=1.BrC1C=C2C(Cl)=C(C(N)=O)C=NN2C=1.Cl[C:38]1[N:43]=[CH:42][C:41]([C:44]#[N:45])=[CH:40][N:39]=1.C(=O)([O-])[O-].[K+].[K+]. (6) The reactants are: [NH:1]1[CH2:4][CH2:3][CH2:2]1.[Br:5][C:6]1[N:11]=[C:10]([CH:12](O)[CH3:13])[CH:9]=[CH:8][CH:7]=1. Given the product [N:1]1([CH:12]([C:10]2[CH:9]=[CH:8][CH:7]=[C:6]([Br:5])[N:11]=2)[CH3:13])[CH2:4][CH2:3][CH2:2]1, predict the reactants needed to synthesize it.